This data is from NCI-60 drug combinations with 297,098 pairs across 59 cell lines. The task is: Regression. Given two drug SMILES strings and cell line genomic features, predict the synergy score measuring deviation from expected non-interaction effect. Drug 1: C1=C(C(=O)NC(=O)N1)F. Drug 2: C1C(C(OC1N2C=NC3=C(N=C(N=C32)Cl)N)CO)O. Cell line: SN12C. Synergy scores: CSS=22.6, Synergy_ZIP=-11.6, Synergy_Bliss=-11.0, Synergy_Loewe=-8.64, Synergy_HSA=-7.83.